Dataset: Forward reaction prediction with 1.9M reactions from USPTO patents (1976-2016). Task: Predict the product of the given reaction. (1) The product is: [ClH:35].[O:1]1[CH2:2][CH2:3][N:4]([CH2:7][CH2:8][N:9]2[C:17]3[C:12](=[CH:13][C:14]([N:18]4[CH:23]=[CH:22][C:21]([C:24]5[CH:29]=[CH:28][C:27]([C:30]([F:31])([F:32])[F:33])=[CH:26][CH:25]=5)=[CH:20][C:19]4=[O:34])=[CH:15][CH:16]=3)[CH:11]=[N:10]2)[CH2:5][CH2:6]1. Given the reactants [O:1]1[CH2:6][CH2:5][N:4]([CH2:7][CH2:8][N:9]2[C:17]3[C:12](=[CH:13][C:14]([N:18]4[CH:23]=[CH:22][C:21]([C:24]5[CH:29]=[CH:28][C:27]([C:30]([F:33])([F:32])[F:31])=[CH:26][CH:25]=5)=[CH:20][C:19]4=[O:34])=[CH:15][CH:16]=3)[CH:11]=[N:10]2)[CH2:3][CH2:2]1.[ClH:35], predict the reaction product. (2) The product is: [CH3:5][C@@:4]1([OH:6])[C:3]2([CH2:15][CH2:14][CH2:13][CH2:12][CH2:11][CH2:10]2)[C@@H:2]([CH3:1])[CH2:8][C@@H:7]1[OH:9]. Given the reactants [CH3:1][C@H:2]1[CH2:8][C:7](=[O:9])[C@@:4]2([O:6][CH2:5]2)[C:3]21[CH2:15][CH2:14][CH2:13][CH2:12][CH2:11][CH2:10]2.[H-].[Al+3].[Li+].[H-].[H-].[H-], predict the reaction product. (3) Given the reactants [Br:1][CH2:2][CH:3]([OH:17])[CH2:4][O:5][C:6]1[CH:7]=[C:8]2[C:13](=[CH:14][CH:15]=1)[NH:12][C:11](=[O:16])[CH2:10][CH2:9]2.[Cr](Cl)([O-])(=O)=O.[NH+]1C=CC=CC=1, predict the reaction product. The product is: [Br:1][CH2:2][C:3](=[O:17])[CH2:4][O:5][C:6]1[CH:7]=[C:8]2[C:13](=[CH:14][CH:15]=1)[NH:12][C:11](=[O:16])[CH2:10][CH2:9]2. (4) Given the reactants [C:1]1([N:7]2[CH2:12][CH2:11][NH:10][CH2:9][CH2:8]2)[CH:6]=[CH:5][CH:4]=[CH:3][CH:2]=1.ClC1C=CC(CO[C:20]2[N:24]([CH3:25])[N:23]=[CH:22][C:21]=2[CH:26]=[O:27])=CC=1.C(N(CC)CC)C, predict the reaction product. The product is: [CH3:25][N:24]1[C:20]([N:10]2[CH2:11][CH2:12][N:7]([C:1]3[CH:6]=[CH:5][CH:4]=[CH:3][CH:2]=3)[CH2:8][CH2:9]2)=[C:21]([CH:26]=[O:27])[CH:22]=[N:23]1.